This data is from Forward reaction prediction with 1.9M reactions from USPTO patents (1976-2016). The task is: Predict the product of the given reaction. (1) Given the reactants CN(C(ON1N=NC2C=CC=NC1=2)=[N+](C)C)C.F[P-](F)(F)(F)(F)F.[C:25]([O:29][C:30]([NH:32][C:33]1([C:48]([OH:50])=O)[CH2:38][CH2:37][N:36]([C:39]2[C:40]3[CH:47]=[CH:46][NH:45][C:41]=3[N:42]=[CH:43][N:44]=2)[CH2:35][CH2:34]1)=[O:31])([CH3:28])([CH3:27])[CH3:26].[Cl:51][C:52]1[CH:57]=[CH:56][C:55]([CH:58]([NH2:65])[CH2:59][N:60]2[CH:64]=[CH:63][CH:62]=[N:61]2)=[CH:54][CH:53]=1.C(N(CC)C(C)C)(C)C, predict the reaction product. The product is: [Cl:51][C:52]1[CH:57]=[CH:56][C:55]([CH:58]([NH:65][C:48]([C:33]2([NH:32][C:30](=[O:31])[O:29][C:25]([CH3:28])([CH3:27])[CH3:26])[CH2:34][CH2:35][N:36]([C:39]3[C:40]4[CH:47]=[CH:46][NH:45][C:41]=4[N:42]=[CH:43][N:44]=3)[CH2:37][CH2:38]2)=[O:50])[CH2:59][N:60]2[CH:64]=[CH:63][CH:62]=[N:61]2)=[CH:54][CH:53]=1. (2) Given the reactants [F:1][B-](F)(F)F.[H+].[C:7]([C:11]1[CH:12]=[C:13]([CH:15]=[CH:16][CH:17]=1)N)([CH3:10])([CH3:9])[CH3:8].N([O-])=O.[Na+], predict the reaction product. The product is: [C:7]([C:11]1[CH:17]=[CH:16][CH:15]=[C:13]([F:1])[CH:12]=1)([CH3:10])([CH3:9])[CH3:8]. (3) The product is: [N:10]1([CH2:15][C:16]2[CH:17]=[CH:18][C:19]([C:5]3[CH:6]=[N:1][CH:2]=[N:3][CH:4]=3)=[N:20][CH:21]=2)[CH:14]=[CH:13][N:12]=[CH:11]1. Given the reactants [N:1]1[CH:6]=[C:5](B(O)O)[CH:4]=[N:3][CH:2]=1.[N:10]1([CH2:15][C:16]2[CH:17]=[CH:18][C:19](Br)=[N:20][CH:21]=2)[CH:14]=[CH:13][N:12]=[CH:11]1, predict the reaction product.